This data is from Full USPTO retrosynthesis dataset with 1.9M reactions from patents (1976-2016). The task is: Predict the reactants needed to synthesize the given product. (1) The reactants are: [CH3:1][C@H:2]1[CH2:6][C@H:5]([CH2:7][N:8]2[C:16]3[C:11](=[N:12][C:13]([C:17]4[CH:18]=[N:19][N:20](C5CCCCO5)[CH:21]=4)=[CH:14][CH:15]=3)[CH:10]=[CH:9]2)[CH2:4][N:3]1[C:28](=[O:37])[CH2:29][CH2:30][C:31]1[CH:36]=[CH:35][CH:34]=[CH:33][CH:32]=1.C1(C)C=CC(S(O)(=O)=O)=CC=1. Given the product [NH:19]1[CH:18]=[C:17]([C:13]2[N:12]=[C:11]3[CH:10]=[CH:9][N:8]([CH2:7][C@@H:5]4[CH2:4][N:3]([C:28](=[O:37])[CH2:29][CH2:30][C:31]5[CH:32]=[CH:33][CH:34]=[CH:35][CH:36]=5)[C@@H:2]([CH3:1])[CH2:6]4)[C:16]3=[CH:15][CH:14]=2)[CH:21]=[N:20]1, predict the reactants needed to synthesize it. (2) Given the product [CH3:54][C:53]1[CH:52]=[C:51]([CH3:55])[NH:50][C:49](=[O:56])[C:48]=1[CH2:47][NH:46][C:19]([C:3]1[C:4]2[C:5](=[CH:6][N:7]=[CH:8][CH:9]=2)[N:10]([CH:11]([C:13]2[CH:18]=[CH:17][CH:16]=[CH:15][CH:14]=2)[CH3:12])[C:2]=1[CH3:1])=[O:20], predict the reactants needed to synthesize it. The reactants are: [CH3:1][C:2]1[N:10]([CH:11]([C:13]2[CH:18]=[CH:17][CH:16]=[CH:15][CH:14]=2)[CH3:12])[C:5]2=[CH:6][N:7]=[CH:8][CH:9]=[C:4]2[C:3]=1[C:19](O)=[O:20].CN(C(ON1N=NC2C=CC=NC1=2)=[N+](C)C)C.F[P-](F)(F)(F)(F)F.[NH2:46][CH2:47][C:48]1[C:49](=[O:56])[NH:50][C:51]([CH3:55])=[CH:52][C:53]=1[CH3:54].O. (3) Given the product [NH2:29][C@H:30]([C:38]([OH:40])=[O:39])[CH2:31][CH2:32][CH2:33][NH:34][C:35](=[NH:36])[NH2:37], predict the reactants needed to synthesize it. The reactants are: CCCCC[C@H](O)CC[C@H]1[C@H](O)C[C@H]2[C@@H]1CC1C(C2)=C(OCC(O)=O)C=CC=1.[NH2:29][C@H:30]([C:38]([OH:40])=[O:39])[CH2:31][CH2:32][CH2:33][NH:34][C:35](=[NH:37])[NH2:36].C(O)C. (4) Given the product [C@H:19]1([NH:28][C:11]2[N:10]=[C:9]([C:8]3[C:4]([CH:1]([CH3:3])[CH3:2])=[N:5][NH:6][CH:7]=3)[CH:14]=[CH:13][N:12]=2)[C:27]2[C:22](=[CH:23][CH:24]=[CH:25][CH:26]=2)[CH2:21][CH2:20]1, predict the reactants needed to synthesize it. The reactants are: [CH:1]([C:4]1[C:8]([C:9]2[CH:14]=[CH:13][N:12]=[C:11](S(C)(=O)=O)[N:10]=2)=[CH:7][NH:6][N:5]=1)([CH3:3])[CH3:2].[C@H:19]1([NH2:28])[C:27]2[C:22](=[CH:23][CH:24]=[CH:25][CH:26]=2)[CH2:21][CH2:20]1. (5) Given the product [F:1][C:2]1[CH:11]=[C:10]2[C:5]([N:6]=[CH:7][C:8](=[O:30])[N:9]2[CH2:12][CH2:13][N:14]2[CH2:19][CH2:18][C:17](=[O:20])[CH:16]([CH2:21][NH:22][C:23](=[O:29])[O:24][C:25]([CH3:26])([CH3:27])[CH3:28])[CH2:15]2)=[CH:4][CH:3]=1, predict the reactants needed to synthesize it. The reactants are: [F:1][C:2]1[CH:11]=[C:10]2[C:5]([N:6]=[CH:7][C:8](=[O:30])[N:9]2[CH2:12][CH2:13][N:14]2[CH2:19][CH2:18][CH:17]([OH:20])[CH:16]([CH2:21][NH:22][C:23](=[O:29])[O:24][C:25]([CH3:28])([CH3:27])[CH3:26])[CH2:15]2)=[CH:4][CH:3]=1.CC(OI1(OC(C)=O)(OC(C)=O)OC(=O)C2C=CC=CC1=2)=O.S([O-])([O-])=O.[Na+].[Na+].C(=O)(O)[O-].[Na+]. (6) Given the product [CH2:21]([O:41][CH:42]([CH2:49][CH3:50])[C:43]([O:45][CH2:46][CH2:47][NH:48][C:7](=[O:9])[C:6]1[CH:10]=[CH:11][CH:12]=[CH:13][C:5]=1[O:4][C:1](=[O:3])[CH3:2])=[O:44])[CH2:22][CH2:23][CH2:24]/[CH:25]=[CH:26]\[CH2:27]/[CH:28]=[CH:29]\[CH2:30]/[CH:31]=[CH:32]\[CH2:33]/[CH:34]=[CH:35]\[CH2:36]/[CH:37]=[CH:38]\[CH2:39][CH3:40], predict the reactants needed to synthesize it. The reactants are: [C:1]([O:4][C:5]1[C:6](=[CH:10][CH:11]=[CH:12][CH:13]=1)[C:7]([OH:9])=O)(=[O:3])[CH3:2].ClC(OCC)=O.Cl.[CH2:21]([O:41][CH:42]([CH2:49][CH3:50])[C:43]([O:45][CH2:46][CH2:47][NH2:48])=[O:44])[CH2:22][CH2:23][CH2:24]/[CH:25]=[CH:26]\[CH2:27]/[CH:28]=[CH:29]\[CH2:30]/[CH:31]=[CH:32]\[CH2:33]/[CH:34]=[CH:35]\[CH2:36]/[CH:37]=[CH:38]\[CH2:39][CH3:40].